Predict the product of the given reaction. From a dataset of Forward reaction prediction with 1.9M reactions from USPTO patents (1976-2016). (1) Given the reactants [Br:1][C:2]1[C:3]([NH2:9])=[N:4][CH:5]=[C:6]([F:8])[CH:7]=1.Cl[C:11]([C:14]([O:16][CH2:17][CH3:18])=[O:15])=[CH:12][O-].[K+].S(=O)(=O)(O)O.C(=O)(O)[O-].[Na+], predict the reaction product. The product is: [Br:1][C:2]1[C:3]2[N:4]([C:11]([C:14]([O:16][CH2:17][CH3:18])=[O:15])=[CH:12][N:9]=2)[CH:5]=[C:6]([F:8])[CH:7]=1. (2) Given the reactants [C:1]([O-:9])(=[O:8])[C:2]1[CH:7]=[CH:6][CH:5]=[CH:4][CH:3]=1.[Li+].[OH-].Cl, predict the reaction product. The product is: [C:1]([OH:9])(=[O:8])[C:2]1[CH:7]=[CH:6][CH:5]=[CH:4][CH:3]=1.